This data is from NCI-60 drug combinations with 297,098 pairs across 59 cell lines. The task is: Regression. Given two drug SMILES strings and cell line genomic features, predict the synergy score measuring deviation from expected non-interaction effect. (1) Drug 1: C1=CC(=CC=C1C#N)C(C2=CC=C(C=C2)C#N)N3C=NC=N3. Drug 2: B(C(CC(C)C)NC(=O)C(CC1=CC=CC=C1)NC(=O)C2=NC=CN=C2)(O)O. Cell line: UACC-257. Synergy scores: CSS=9.95, Synergy_ZIP=1.64, Synergy_Bliss=1.57, Synergy_Loewe=-22.5, Synergy_HSA=-0.764. (2) Drug 1: CC1C(C(CC(O1)OC2CC(OC(C2O)C)OC3=CC4=CC5=C(C(=O)C(C(C5)C(C(=O)C(C(C)O)O)OC)OC6CC(C(C(O6)C)O)OC7CC(C(C(O7)C)O)OC8CC(C(C(O8)C)O)(C)O)C(=C4C(=C3C)O)O)O)O. Drug 2: COCCOC1=C(C=C2C(=C1)C(=NC=N2)NC3=CC=CC(=C3)C#C)OCCOC.Cl. Cell line: PC-3. Synergy scores: CSS=12.8, Synergy_ZIP=-0.349, Synergy_Bliss=3.72, Synergy_Loewe=2.17, Synergy_HSA=1.68. (3) Drug 1: CC12CCC3C(C1CCC2=O)CC(=C)C4=CC(=O)C=CC34C. Drug 2: CC1CCCC2(C(O2)CC(NC(=O)CC(C(C(=O)C(C1O)C)(C)C)O)C(=CC3=CSC(=N3)C)C)C. Cell line: OVCAR3. Synergy scores: CSS=21.7, Synergy_ZIP=0.311, Synergy_Bliss=3.02, Synergy_Loewe=1.26, Synergy_HSA=2.62.